From a dataset of Reaction yield outcomes from USPTO patents with 853,638 reactions. Predict the reaction yield, written as a fraction of the theoretical maximum amount of product (1.0 means a 100% yield; for example, 0.34 means a 34% yield). (1) The reactants are [CH:1]1([CH:7]=[O:8])[CH2:6][CH2:5][CH2:4][CH2:3][CH2:2]1.[CH:9]([Mg]Br)=[CH2:10].[Cl-].[NH4+]. The catalyst is O1CCCC1.O. The product is [CH:1]1([CH:7]([OH:8])[CH:9]=[CH2:10])[CH2:6][CH2:5][CH2:4][CH2:3][CH2:2]1. The yield is 0.380. (2) The reactants are [O:1]1[C:5]2([CH2:10][CH2:9][C:8](=O)[CH2:7][CH2:6]2)[O:4][CH2:3][CH2:2]1.[C:12]1([C@@H:18]([NH2:20])[CH3:19])[CH:17]=[CH:16][CH:15]=[CH:14][CH:13]=1.C(O[BH-](OC(=O)C)OC(=O)C)(=O)C.[Na+]. The yield is 0.670. The catalyst is ClC(Cl)C. The product is [C:12]1([C@@H:18]([NH:20][CH:8]2[CH2:9][CH2:10][C:5]3([O:4][CH2:3][CH2:2][O:1]3)[CH2:6][CH2:7]2)[CH3:19])[CH:17]=[CH:16][CH:15]=[CH:14][CH:13]=1.